The task is: Predict the reaction yield, written as a fraction of the theoretical maximum amount of product (1.0 means a 100% yield; for example, 0.34 means a 34% yield).. This data is from Reaction yield outcomes from USPTO patents with 853,638 reactions. (1) The reactants are Cl[C:2]1[CH:3]=[CH:4][C:5]2[C:14]3[CH:13]=[C:12]4[CH2:15][CH2:16][CH2:17][C:18](=[O:19])[C:11]4=[CH:10][C:9]=3[O:8][CH2:7][C:6]=2[CH:20]=1.P([O-])([O-])([O-])=O.[K+].[K+].[K+].CC(C1C=C(C(C)C)C(C2C=CC=CC=2P(C2CCCCC2)C2CCCCC2)=C(C(C)C)C=1)C.[Si:63]([C:67]#[CH:68])([CH3:66])([CH3:65])[CH3:64]. The catalyst is CC#N.CC#N.Cl[Pd]Cl.C(#N)C. The product is [CH3:64][Si:63]([C:67]#[C:68][C:2]1[CH:3]=[CH:4][C:5]2[C:14]3[CH:13]=[C:12]4[CH2:15][CH2:16][CH2:17][C:18](=[O:19])[C:11]4=[CH:10][C:9]=3[O:8][CH2:7][C:6]=2[CH:20]=1)([CH3:66])[CH3:65]. The yield is 0.334. (2) The reactants are Cl[C:2]1[C:7]([CH2:8][C:9]2[CH:14]=[CH:13][C:12]([C:15]3[C:16]([C:21]#[N:22])=[CH:17][CH:18]=[CH:19][CH:20]=3)=[CH:11][CH:10]=2)=[C:6]([CH2:23][CH2:24][CH3:25])[N:5]=[C:4]([CH3:26])[N:3]=1.[CH2:27]([S:32]([NH2:35])(=[O:34])=[O:33])[CH2:28][CH2:29][CH2:30][CH3:31].[C:36](=[O:39])([O-])[O-:37].[K+].[K+].C[N:43](C)C(=O)C. The catalyst is C(OCC)(=O)C. The product is [CH3:26][C:4]1[N:3]=[C:2]([NH:35][S:32]([CH2:27][CH2:28][CH2:29][CH2:30][CH3:31])(=[O:34])=[O:33])[C:7]([CH2:8][C:9]2[CH:14]=[CH:13][C:12]([C:15]3[CH:20]=[CH:19][CH:18]=[CH:17][C:16]=3[C:21]3[NH:43][C:36](=[O:39])[O:37][N:22]=3)=[CH:11][CH:10]=2)=[C:6]([CH2:23][CH2:24][CH3:25])[N:5]=1. The yield is 0.380. (3) The reactants are Cl[CH2:2][C:3]1[N:4]=[C:5]([C:9]2[CH:18]=[CH:17][C:12]([C:13]([O:15][CH3:16])=[O:14])=[CH:11][CH:10]=2)[O:6][C:7]=1[CH3:8].C(=O)([O-])[O-].[K+].[K+].[O:25]=[CH:26][C:27]1[CH:35]=[CH:34][C:32]([OH:33])=[C:29]([O:30][CH3:31])[CH:28]=1.CN(C)C=O. The catalyst is O. The product is [CH:26]([C:27]1[CH:35]=[CH:34][C:32]([O:33][CH2:2][C:3]2[N:4]=[C:5]([C:9]3[CH:18]=[CH:17][C:12]([C:13]([O:15][CH3:16])=[O:14])=[CH:11][CH:10]=3)[O:6][C:7]=2[CH3:8])=[C:29]([O:30][CH3:31])[CH:28]=1)=[O:25]. The yield is 0.920. (4) The reactants are CCCCC[CH:6]([C:13]1[CH:17]=[C:16]([CH2:18][OH:19])[N:15]([CH2:20][CH2:21][CH3:22])[N:14]=1)[C:7]1[CH:12]=[CH:11][CH:10]=[CH:9][CH:8]=1.[C:23]([O:27][C:28](=[O:42])[C:29]([CH3:41])([O:31][C:32]1[CH:40]=[CH:39][C:35]([C:36](O)=[O:37])=[CH:34][CH:33]=1)[CH3:30])([CH3:26])([CH3:25])[CH3:24].[CH3:43]N(C1C=CC=CN=1)C.Cl.CN(C)CCCN=C=NCC.C(O)(=O)CC(CC(O)=O)(C(O)=O)O. The catalyst is [Cl-].[Na+].O.C(OCC)(=O)C.CN(C)C=O. The product is [C:23]([O:27][C:28](=[O:42])[C:29]([CH3:41])([O:31][C:32]1[CH:40]=[CH:39][C:35]([C:36]([O:19][CH2:18][C:16]2[N:15]([CH2:20][CH2:21][CH3:22])[N:14]=[C:13]([CH2:6][C:7]3[CH:8]=[CH:9][C:10]([CH3:43])=[CH:11][CH:12]=3)[CH:17]=2)=[O:37])=[CH:34][CH:33]=1)[CH3:30])([CH3:26])([CH3:25])[CH3:24]. The yield is 0.930. (5) The reactants are [CH3:1][N:2]1[CH2:7][CH2:6][CH:5]([OH:8])[CH2:4][CH2:3]1.[H-].[Na+].[F:11][C:12]1[CH:17]=[C:16]([N+:18]([O-:20])=[O:19])[CH:15]=[C:14](F)[CH:13]=1.O. The catalyst is CN(C)C=O. The product is [F:11][C:12]1[CH:13]=[C:14]([CH:15]=[C:16]([N+:18]([O-:20])=[O:19])[CH:17]=1)[O:8][CH:5]1[CH2:6][CH2:7][N:2]([CH3:1])[CH2:3][CH2:4]1. The yield is 0.350.